Dataset: Catalyst prediction with 721,799 reactions and 888 catalyst types from USPTO. Task: Predict which catalyst facilitates the given reaction. (1) Reactant: [H-].[Al+3].[Li+].[H-].[H-].[H-].[Cl-].[Al+3].[Cl-].[Cl-].[NH2:11][C:12]1[CH:25]=[C:24]([CH3:26])[CH:23]=[CH:22][C:13]=1[C:14]([C:16]1[CH:21]=[CH:20][CH:19]=[CH:18][CH:17]=1)=O.C(OCC)C. Product: [CH2:14]([C:13]1[CH:22]=[CH:23][C:24]([CH3:26])=[CH:25][C:12]=1[NH2:11])[C:16]1[CH:17]=[CH:18][CH:19]=[CH:20][CH:21]=1. The catalyst class is: 30. (2) Reactant: [C:1]([OH:9])(=O)[C:2]1[CH:7]=[CH:6][CH:5]=[CH:4][CH:3]=1.Cl.CN(C)CCCN=C=NCC.C1C=CC2N(O)N=NC=2C=1.[NH2:32][CH:33]1[CH2:38][CH2:37][CH2:36][N:35]([C:39]([O:41][C:42]([CH3:45])([CH3:44])[CH3:43])=[O:40])[CH2:34]1. Product: [C:1]([NH:32][CH:33]1[CH2:38][CH2:37][CH2:36][N:35]([C:39]([O:41][C:42]([CH3:45])([CH3:44])[CH3:43])=[O:40])[CH2:34]1)(=[O:9])[C:2]1[CH:3]=[CH:4][CH:5]=[CH:6][CH:7]=1. The catalyst class is: 338. (3) Reactant: [C:1]([C:3]1([OH:16])[CH2:8][CH2:7][N:6]([C:9]([O:11][C:12]([CH3:15])([CH3:14])[CH3:13])=[O:10])[CH2:5][CH2:4]1)#[CH:2].C(N(CC)CC)C.[CH3:24][Si:25](Cl)([CH3:27])[CH3:26]. Product: [C:1]([C:3]1([O:16][Si:25]([CH3:27])([CH3:26])[CH3:24])[CH2:8][CH2:7][N:6]([C:9]([O:11][C:12]([CH3:13])([CH3:15])[CH3:14])=[O:10])[CH2:5][CH2:4]1)#[CH:2]. The catalyst class is: 79. (4) Reactant: [CH:1]1([CH2:5][NH:6][C:7]2[N:12]=[CH:11][C:10]([NH:13][C:14](=[O:19])[C:15]([CH3:18])([CH3:17])[CH3:16])=[CH:9][C:8]=2[CH3:20])[CH2:4][CH2:3][CH2:2]1.C([Li])CCC.[CH2:26]([O:28][C:29]1[CH:34]=[CH:33][C:32]([CH2:35][C:36](OC)=O)=[CH:31][CH:30]=1)[CH3:27]. Product: [CH:1]1([CH2:5][N:6]2[C:7]3=[N:12][CH:11]=[C:10]([NH:13][C:14](=[O:19])[C:15]([CH3:16])([CH3:17])[CH3:18])[CH:9]=[C:8]3[CH:20]=[C:36]2[CH2:35][C:32]2[CH:33]=[CH:34][C:29]([O:28][CH2:26][CH3:27])=[CH:30][CH:31]=2)[CH2:2][CH2:3][CH2:4]1. The catalyst class is: 1.